From a dataset of Catalyst prediction with 721,799 reactions and 888 catalyst types from USPTO. Predict which catalyst facilitates the given reaction. (1) Reactant: [F:1][C:2]1[CH:7]=[CH:6][C:5]([CH:8]2[CH2:13][CH2:12][N:11]([C:14]3[N:19]=[CH:18][N:17]=[C:16]([NH:20][NH:21][C:22](=O)[CH2:23][C:24]([CH3:27])([CH3:26])[CH3:25])[C:15]=3[O:29][CH3:30])[CH2:10][CH2:9]2)=[CH:4][CH:3]=1.P(Cl)(Cl)(Cl)=O. Product: [F:1][C:2]1[CH:7]=[CH:6][C:5]([CH:8]2[CH2:9][CH2:10][N:11]([C:14]3[N:19]=[CH:18][N:17]4[C:22]([CH2:23][C:24]([CH3:26])([CH3:25])[CH3:27])=[N:21][N:20]=[C:16]4[C:15]=3[O:29][CH3:30])[CH2:12][CH2:13]2)=[CH:4][CH:3]=1. The catalyst class is: 10. (2) Reactant: [Br:1][C:2]1[CH:26]=[CH:25][C:5]([CH2:6][C:7]23[CH2:24][CH2:23][CH2:22][CH:21]=[C:8]2[N:9]([C:13]2[CH:18]=[C:17]([Cl:19])[CH:16]=[C:15]([Cl:20])[CH:14]=2)[C:10](=[O:12])[NH:11]3)=[CH:4][CH:3]=1.[H-].[Na+].[CH3:29]I. Product: [Br:1][C:2]1[CH:26]=[CH:25][C:5]([CH2:6][C:7]23[CH2:24][CH2:23][CH2:22][CH:21]=[C:8]2[N:9]([C:13]2[CH:14]=[C:15]([Cl:20])[CH:16]=[C:17]([Cl:19])[CH:18]=2)[C:10](=[O:12])[N:11]3[CH3:29])=[CH:4][CH:3]=1. The catalyst class is: 3. (3) Reactant: Br[CH2:2][C:3]1[S:18][C:6]2[N:7]([CH2:14][CH:15]([CH3:17])[CH3:16])[C:8](=[O:13])[N:9]([CH3:12])[C:10](=[O:11])[C:5]=2[C:4]=1[C:19]([O:21][CH3:22])=[O:20].C[S:24][C:25]1[S:26][C:27]2[CH:33]=[CH:32][CH:31]=[CH:30][C:28]=2[N:29]=1. Product: [CH3:12][N:9]1[C:10](=[O:11])[C:5]2[C:4]([C:19]([O:21][CH3:22])=[O:20])=[C:3]([CH2:2][N:29]3[C:28]4[CH:30]=[CH:31][CH:32]=[CH:33][C:27]=4[S:26][C:25]3=[S:24])[S:18][C:6]=2[N:7]([CH2:14][CH:15]([CH3:17])[CH3:16])[C:8]1=[O:13]. The catalyst class is: 270. (4) The catalyst class is: 38. Reactant: [F:1][C:2]1[CH:10]=[C:9]([F:11])[CH:8]=[C:7]2[C:3]=1[C:4]([C:13]1[N:14]=[C:15]3[C:21]([CH:22]=[O:23])=[CH:20][N:19]([CH2:24][O:25][CH2:26][CH2:27][Si:28]([CH3:31])([CH3:30])[CH3:29])[C:16]3=[N:17][CH:18]=1)=[N:5][N:6]2[CH3:12].S(=O)(=O)([OH:34])N.Cl([O-])=O.[Na+].P([O-])(O)(O)=O.[K+]. Product: [F:1][C:2]1[CH:10]=[C:9]([F:11])[CH:8]=[C:7]2[C:3]=1[C:4]([C:13]1[N:14]=[C:15]3[C:21]([C:22]([OH:34])=[O:23])=[CH:20][N:19]([CH2:24][O:25][CH2:26][CH2:27][Si:28]([CH3:31])([CH3:30])[CH3:29])[C:16]3=[N:17][CH:18]=1)=[N:5][N:6]2[CH3:12].